This data is from Peptide-MHC class II binding affinity with 134,281 pairs from IEDB. The task is: Regression. Given a peptide amino acid sequence and an MHC pseudo amino acid sequence, predict their binding affinity value. This is MHC class II binding data. (1) The peptide sequence is VDGNPTVDIEEAPEM. The MHC is DRB1_0404 with pseudo-sequence DRB1_0404. The binding affinity (normalized) is 0.161. (2) The peptide sequence is GELQIVDKIDAAAKI. The MHC is DRB1_0802 with pseudo-sequence DRB1_0802. The binding affinity (normalized) is 0.552. (3) The peptide sequence is WMTGRMGERQLQKIE. The MHC is DRB1_0404 with pseudo-sequence DRB1_0404. The binding affinity (normalized) is 0.418. (4) The binding affinity (normalized) is 0.683. The MHC is DRB1_1302 with pseudo-sequence DRB1_1302. The peptide sequence is QKRGIVKENIIDLTKI. (5) The peptide sequence is YDKFLANVSTVVTGK. The MHC is DRB1_1101 with pseudo-sequence DRB1_1101. The binding affinity (normalized) is 0.522. (6) The peptide sequence is FDHEFTFGWDELLSK. The MHC is DRB1_0405 with pseudo-sequence DRB1_0405. The binding affinity (normalized) is 0.233.